Dataset: Reaction yield outcomes from USPTO patents with 853,638 reactions. Task: Predict the reaction yield, written as a fraction of the theoretical maximum amount of product (1.0 means a 100% yield; for example, 0.34 means a 34% yield). (1) The reactants are [CH3:1][O:2][C@H:3]1[C@@H:9]2[O:10][CH2:11][C@@H:12]([OH:13])[C@@H:8]2[O:7][C@@H:4]1[O:5][CH3:6].N1C=CC=CC=1.[CH3:20][S:21](Cl)(=[O:23])=[O:22]. The catalyst is ClCCl. The product is [CH3:1][O:2][C@H:3]1[C@@H:9]2[O:10][CH2:11][C@H:12]([O:13][S:21]([CH3:20])(=[O:23])=[O:22])[C@@H:8]2[O:7][C@@H:4]1[O:5][CH3:6]. The yield is 0.950. (2) The reactants are [C:1]([C:5]1[CH:11]=[CH:10][CH:9]=[CH:8][C:6]=1N)([CH3:4])([CH3:3])[CH3:2].N([O-])=O.[Na+].[BrH:16]. The catalyst is O.[Cu]. The product is [Br:16][C:6]1[CH:8]=[CH:9][CH:10]=[CH:11][C:5]=1[C:1]([CH3:4])([CH3:3])[CH3:2]. The yield is 0.270. (3) The reactants are [Cl:1][C:2]1[CH:8]=[CH:7][C:6]([Cl:9])=[CH:5][C:3]=1[NH2:4].[C:10]([OH:14])(=[O:13])[CH:11]=O.C([BH3-])#N.[Na+]. The catalyst is CO. The product is [Cl:1][C:2]1[CH:8]=[CH:7][C:6]([Cl:9])=[CH:5][C:3]=1[NH:4][CH2:11][C:10]([OH:14])=[O:13]. The yield is 0.600. (4) The reactants are CS(C)=O.C(Cl)(=O)C(Cl)=O.[CH3:11][O:12][C:13]1[CH:18]=[CH:17][C:16]([CH2:19][CH2:20][OH:21])=[CH:15][CH:14]=1.C(N(CC)CC)C. The catalyst is ClCCl.O. The product is [CH3:11][O:12][C:13]1[CH:18]=[CH:17][C:16]([CH2:19][CH:20]=[O:21])=[CH:15][CH:14]=1. The yield is 0.444.